This data is from Full USPTO retrosynthesis dataset with 1.9M reactions from patents (1976-2016). The task is: Predict the reactants needed to synthesize the given product. (1) Given the product [OH:25][CH2:24][CH2:23][O:22][CH2:21][CH2:20][O:19][C:16]1[CH:17]=[CH:18][C:13]([C:3]2[O:4][C:5]3[C:10]([C:11](=[O:12])[C:2]=2[O:1][CH2:27][C:28]2[CH:29]=[C:30]([CH:35]=[CH:36][CH:37]=2)[C:31]([O:33][CH3:34])=[O:32])=[CH:9][CH:8]=[CH:7][CH:6]=3)=[CH:14][CH:15]=1, predict the reactants needed to synthesize it. The reactants are: [OH:1][C:2]1[C:11](=[O:12])[C:10]2[C:5](=[CH:6][CH:7]=[CH:8][CH:9]=2)[O:4][C:3]=1[C:13]1[CH:18]=[CH:17][C:16]([O:19][CH2:20][CH2:21][O:22][CH2:23][CH2:24][OH:25])=[CH:15][CH:14]=1.Br[CH2:27][C:28]1[CH:29]=[C:30]([CH:35]=[CH:36][CH:37]=1)[C:31]([O:33][CH3:34])=[O:32].C([O-])([O-])=O.[K+].[K+]. (2) Given the product [F:24][C:22]1[CH:21]=[CH:20][C:19]([O:25][C:26]2[CH:31]=[CH:30][C:29]([C:32]3[N:36]([CH3:37])[N:35]=[CH:34][CH:33]=3)=[CH:28][C:27]=2[F:38])=[C:18]2[C:23]=1[C@H:15]([O:14][C:12]1[CH:11]=[CH:10][C:9]3[C@H:5]([CH2:4][C:3]([OH:39])=[O:2])[CH2:6][O:7][C:8]=3[CH:13]=1)[CH2:16][CH2:17]2, predict the reactants needed to synthesize it. The reactants are: C[O:2][C:3](=[O:39])[CH2:4][C@H:5]1[C:9]2[CH:10]=[CH:11][C:12]([O:14][C@H:15]3[C:23]4[C:18](=[C:19]([O:25][C:26]5[CH:31]=[CH:30][C:29]([C:32]6[N:36]([CH3:37])[N:35]=[CH:34][CH:33]=6)=[CH:28][C:27]=5[F:38])[CH:20]=[CH:21][C:22]=4[F:24])[CH2:17][CH2:16]3)=[CH:13][C:8]=2[O:7][CH2:6]1.[OH-].[K+].